From a dataset of Full USPTO retrosynthesis dataset with 1.9M reactions from patents (1976-2016). Predict the reactants needed to synthesize the given product. (1) Given the product [F:12][C:11]([F:14])([F:13])[CH2:10][CH2:9][CH:8]([NH:15][C:16]1[CH:25]=[CH:24][C:19]([C:20]([O:22][CH3:23])=[O:21])=[CH:18][CH:17]=1)[C:5]1[CH:6]=[CH:7][C:2]([N:32]2[CH:33]=[CH:34][C:30]([CH:27]([CH3:29])[CH3:28])=[N:31]2)=[CH:3][C:4]=1[CH3:26], predict the reactants needed to synthesize it. The reactants are: Br[C:2]1[CH:7]=[CH:6][C:5]([CH:8]([NH:15][C:16]2[CH:25]=[CH:24][C:19]([C:20]([O:22][CH3:23])=[O:21])=[CH:18][CH:17]=2)[CH2:9][CH2:10][C:11]([F:14])([F:13])[F:12])=[C:4]([CH3:26])[CH:3]=1.[CH:27]([C:30]1[CH:34]=[CH:33][NH:32][N:31]=1)([CH3:29])[CH3:28].CN[C@@H]1CCCC[C@H]1NC.C(=O)([O-])[O-].[K+].[K+]. (2) Given the product [C:21]1([CH2:20][NH:27][C:5]([C:6]2[CH:7]=[CH:8][CH:9]=[CH:10][CH:11]=2)=[NH:12])[CH:26]=[CH:25][CH:24]=[CH:23][CH:22]=1, predict the reactants needed to synthesize it. The reactants are: Cl.C(O[C:5](=[NH:12])[C:6]1[CH:11]=[CH:10][CH:9]=[CH:8][CH:7]=1)C.C(N(CC)CC)C.[CH2:20]([NH2:27])[C:21]1[CH:26]=[CH:25][CH:24]=[CH:23][CH:22]=1.O. (3) Given the product [Br:1][C:2]1[CH:3]=[CH:4][C:5]([CH2:6][CH:7]2[CH2:8][C:9](=[O:10])[CH2:14][CH2:15][CH:16]2[CH:17]=[O:18])=[CH:20][CH:21]=1, predict the reactants needed to synthesize it. The reactants are: [Br:1][C:2]1[CH:21]=[CH:20][C:5]([CH2:6][CH:7]2[C:16](=[CH:17][O:18]C)[CH2:15][CH2:14][C:9]3(OCC[O:10]3)[CH2:8]2)=[CH:4][CH:3]=1.